Dataset: Forward reaction prediction with 1.9M reactions from USPTO patents (1976-2016). Task: Predict the product of the given reaction. Given the reactants [O:1]=[C:2]1[CH:6]=[CH:5][C:4](=[O:7])[N:3]1[CH2:8][CH2:9][CH2:10][CH2:11][CH2:12][C:13]([NH:15][C@H:16]([C:20]([NH:22][C@H:23]([C:31]([NH:33][C:34]1[CH:39]=[CH:38][C:37]([CH2:40][O:41][C:42]([N:44]2[CH2:49][CH2:48][N:47](C(OC(C)(C)C)=O)[CH2:46][CH2:45]2)=[O:43])=[CH:36][CH:35]=1)=[O:32])[CH2:24][CH2:25][CH2:26][NH:27][C:28](=[O:30])[NH2:29])=[O:21])[CH:17]([CH3:19])[CH3:18])=[O:14].FC(F)(F)C(O)=O.C(OCC)C, predict the reaction product. The product is: [O:1]=[C:2]1[CH:6]=[CH:5][C:4](=[O:7])[N:3]1[CH2:8][CH2:9][CH2:10][CH2:11][CH2:12][C:13]([NH:15][C@H:16]([C:20]([NH:22][C@H:23]([C:31]([NH:33][C:34]1[CH:35]=[CH:36][C:37]([CH2:40][O:41][C:42]([N:44]2[CH2:45][CH2:46][NH:47][CH2:48][CH2:49]2)=[O:43])=[CH:38][CH:39]=1)=[O:32])[CH2:24][CH2:25][CH2:26][NH:27][C:28](=[O:30])[NH2:29])=[O:21])[CH:17]([CH3:19])[CH3:18])=[O:14].